From a dataset of Retrosynthesis with 50K atom-mapped reactions and 10 reaction types from USPTO. Predict the reactants needed to synthesize the given product. (1) Given the product CC(=O)c1ccc(/C=C/c2ccccc2)cc1, predict the reactants needed to synthesize it. The reactants are: C=Cc1ccccc1.CC(=O)c1ccc(Br)cc1. (2) Given the product CN1CCN(c2cccc3cc(S(=O)(=O)c4ccccc4)cnc23)CC1, predict the reactants needed to synthesize it. The reactants are: C=O.O=S(=O)(c1ccccc1)c1cnc2c(N3CCNCC3)cccc2c1. (3) Given the product NCc1cc(F)cc2[nH]ccc12, predict the reactants needed to synthesize it. The reactants are: N#Cc1cc(F)cc2[nH]ccc12. (4) Given the product CC(C)(C)OC(=O)Nc1nc2sc(-c3ccccc3)cc2c(=O)[nH]1, predict the reactants needed to synthesize it. The reactants are: CC(C)(C)OC(=O)OC(=O)OC(C)(C)C.Nc1nc2sc(-c3ccccc3)cc2c(=O)[nH]1. (5) The reactants are: N.O=[N+]([O-])c1ccc2nc(Cl)sc2c1. Given the product Nc1nc2ccc([N+](=O)[O-])cc2s1, predict the reactants needed to synthesize it. (6) Given the product CCN(CCCc1ccccc1)[C@H]1CC[C@H](c2ccc(OCc3ccccc3)cc2)CC1, predict the reactants needed to synthesize it. The reactants are: CC(=O)N(CCCc1ccccc1)[C@H]1CC[C@H](c2ccc(OCc3ccccc3)cc2)CC1. (7) Given the product CCCCCCC(C)Oc1ccc(OC(=O)c2ccc(OCc3ccccc3)cc2)cc1, predict the reactants needed to synthesize it. The reactants are: CCCCCCC(C)Oc1ccc(O)cc1.O=C(O)c1ccc(OCc2ccccc2)cc1.